This data is from Full USPTO retrosynthesis dataset with 1.9M reactions from patents (1976-2016). The task is: Predict the reactants needed to synthesize the given product. (1) Given the product [Cl:1][C:2]1[CH:3]=[C:4]([CH2:19][C:20]([OH:22])=[O:21])[CH:5]=[CH:6][C:7]=1[NH:8][C:9]([NH:11][C:12]1[CH:17]=[CH:16][CH:15]=[CH:14][C:13]=1[Cl:18])=[O:10], predict the reactants needed to synthesize it. The reactants are: [Cl:1][C:2]1[CH:3]=[C:4]([CH2:19][C:20]([O:22]C)=[O:21])[CH:5]=[CH:6][C:7]=1[NH:8][C:9]([NH:11][C:12]1[CH:17]=[CH:16][CH:15]=[CH:14][C:13]=1[Cl:18])=[O:10]. (2) Given the product [C:1]([O:5][C:6](=[O:7])[NH:8][C:9]1[CH:17]=[CH:16][CH:15]=[C:11]([C:12](=[O:14])[NH:46][CH2:47][CH:48]([OH:59])[CH2:49][N:50]2[CH2:58][C:57]3[C:52](=[CH:53][CH:54]=[CH:55][CH:56]=3)[CH2:51]2)[CH:10]=1)([CH3:2])([CH3:3])[CH3:4], predict the reactants needed to synthesize it. The reactants are: [C:1]([O:5][C:6]([NH:8][C:9]1[CH:10]=[C:11]([CH:15]=[CH:16][CH:17]=1)[C:12]([OH:14])=O)=[O:7])([CH3:4])([CH3:3])[CH3:2].CCN=C=NCCCN(C)C.C1C=CC2N(O)N=NC=2C=1.CCN(CC)CC.[NH2:46][CH2:47][CH:48]([OH:59])[CH2:49][N:50]1[CH2:58][C:57]2[C:52](=[CH:53][CH:54]=[CH:55][CH:56]=2)[CH2:51]1. (3) The reactants are: [OH:1][CH2:2][C@H:3]([NH:6][C:7]1[N:12]=[C:11]([NH:13][CH2:14][C:15]2[CH:20]=[CH:19][C:18]([C:21]3[CH:26]=[CH:25][CH:24]=[CH:23][N:22]=3)=[CH:17][CH:16]=2)[N:10]2[N:27]=[CH:28][C:29]([CH:30]([CH3:32])[CH3:31])=[C:9]2[N:8]=1)[CH2:4][CH3:5].N[C@@H](CC)CO. Given the product [OH:1][CH2:2][C@@H:3]([NH:6][C:7]1[N:12]=[C:11]([NH:13][CH2:14][C:15]2[CH:16]=[CH:17][C:18]([C:21]3[CH:26]=[CH:25][CH:24]=[CH:23][N:22]=3)=[CH:19][CH:20]=2)[N:10]2[N:27]=[CH:28][C:29]([CH:30]([CH3:31])[CH3:32])=[C:9]2[N:8]=1)[CH2:4][CH3:5], predict the reactants needed to synthesize it. (4) Given the product [NH2:1][C:2]1[S:3][C:4]([Br:12])=[C:5]([C:7]2[O:8][CH:9]=[CH:10][CH:11]=2)[N:6]=1, predict the reactants needed to synthesize it. The reactants are: [NH2:1][C:2]1[S:3][CH:4]=[C:5]([C:7]2[O:8][CH:9]=[CH:10][CH:11]=2)[N:6]=1.[Br:12]N1C(=O)CCC1=O.O. (5) The reactants are: [C:1]([NH:5][C:6]1[CH:11]=[CH:10][C:9]([C:12]2[C:13]([O:19][CH3:20])=[N:14][C:15]([NH2:18])=[N:16][CH:17]=2)=[CH:8][C:7]=1[N+:21]([O-])=O)([CH3:4])([CH3:3])[CH3:2].C([O-])=O.[NH4+]. Given the product [NH2:18][C:15]1[N:14]=[C:13]([O:19][CH3:20])[C:12]([C:9]2[CH:8]=[C:7]([NH2:21])[C:6]([NH:5][C:1]([CH3:3])([CH3:2])[CH3:4])=[CH:11][CH:10]=2)=[CH:17][N:16]=1, predict the reactants needed to synthesize it.